This data is from Full USPTO retrosynthesis dataset with 1.9M reactions from patents (1976-2016). The task is: Predict the reactants needed to synthesize the given product. (1) Given the product [CH2:23]1[O:31][C:30]2[CH:29]=[CH:28][C:27]([NH:32][C:33]([NH:2][CH2:3][C:4]3[CH:12]=[CH:11][CH:10]=[C:9]4[C:5]=3[C:6](=[O:22])[N:7]([CH:14]3[CH2:19][CH2:18][C:17](=[O:20])[NH:16][C:15]3=[O:21])[C:8]4=[O:13])=[O:34])=[CH:26][C:25]=2[O:24]1, predict the reactants needed to synthesize it. The reactants are: Cl.[NH2:2][CH2:3][C:4]1[CH:12]=[CH:11][CH:10]=[C:9]2[C:5]=1[C:6](=[O:22])[N:7]([CH:14]1[CH2:19][CH2:18][C:17](=[O:20])[NH:16][C:15]1=[O:21])[C:8]2=[O:13].[CH2:23]1[O:31][C:30]2[CH:29]=[CH:28][C:27]([N:32]=[C:33]=[O:34])=[CH:26][C:25]=2[O:24]1.C(N(C(C)C)CC)(C)C. (2) Given the product [I:1][C:2]1[CH:10]=[C:6]2[C:5](=[CH:4][CH:3]=1)[N:11]=[CH:13][NH:12][C:7]2=[O:8], predict the reactants needed to synthesize it. The reactants are: [I:1][C:2]1[CH:10]=[C:6]([C:7]([O-])=[O:8])[C:5]([NH2:11])=[CH:4][CH:3]=1.[NH4+:12].[CH:13]([O-])([O-])OC. (3) Given the product [C:1]([NH:4][C:5]1[CH:6]=[C:7]2[C:12](=[CH:13][CH:14]=1)[N:11]1[C:25]([CH3:26])=[N:16][N:15]=[C:10]1[N:9]([CH2:17][C:18]1[CH:19]=[CH:20][CH:21]=[CH:22][CH:23]=1)[C:8]2=[O:24])(=[O:3])[CH3:2], predict the reactants needed to synthesize it. The reactants are: [C:1]([NH:4][C:5]1[CH:6]=[C:7]2[C:12](=[CH:13][CH:14]=1)[N:11]=[C:10]([NH:15][NH2:16])[N:9]([CH2:17][C:18]1[CH:23]=[CH:22][CH:21]=[CH:20][CH:19]=1)[C:8]2=[O:24])(=[O:3])[CH3:2].[CH:25]1(C(Cl)=O)CCC[CH2:26]1. (4) Given the product [O:21]=[S:2]1(=[O:1])[CH2:7][CH2:6][CH2:5][CH2:4][N:3]1[C:8]1[CH:16]=[C:15]([C:17]([O:19][CH3:20])=[O:18])[CH:14]=[C:13]2[C:9]=1[CH:10]=[CH:11][N:12]2[C:29]([O:31][C:32]([CH3:35])([CH3:34])[CH3:33])=[O:30], predict the reactants needed to synthesize it. The reactants are: [O:1]=[S:2]1(=[O:21])[CH2:7][CH2:6][CH2:5][CH2:4][N:3]1[C:8]1[CH:16]=[C:15]([C:17]([O:19][CH3:20])=[O:18])[CH:14]=[C:13]2[C:9]=1[CH:10]=[CH:11][NH:12]2.CCN(CC)CC.[C:29](O[C:29]([O:31][C:32]([CH3:35])([CH3:34])[CH3:33])=[O:30])([O:31][C:32]([CH3:35])([CH3:34])[CH3:33])=[O:30]. (5) The reactants are: [Cl:1][CH2:2][C:3]([N:5]1[CH2:10][CH2:9][CH:8]([N:11]2[C:15](=[O:16])[C:14]([CH3:18])([CH3:17])[C:13]([C:19]3[CH:24]=[CH:23][C:22]([O:25][CH3:26])=[C:21]([O:27][CH3:28])[CH:20]=3)=[N:12]2)[CH2:7][CH2:6]1)=[O:4].Cl.[CH3:30]OC1C=C(C2C(CC)(C)C(=O)N(C3CCNCC3)N=2)C=CC=1OC.ClCC(OC(=O)CCl)=O. Given the product [Cl:1][CH2:2][C:3]([N:5]1[CH2:6][CH2:7][CH:8]([N:11]2[C:15](=[O:16])[C:14]([CH2:18][CH3:30])([CH3:17])[C:13]([C:19]3[CH:24]=[CH:23][C:22]([O:25][CH3:26])=[C:21]([O:27][CH3:28])[CH:20]=3)=[N:12]2)[CH2:9][CH2:10]1)=[O:4], predict the reactants needed to synthesize it.